Dataset: Reaction yield outcomes from USPTO patents with 853,638 reactions. Task: Predict the reaction yield, written as a fraction of the theoretical maximum amount of product (1.0 means a 100% yield; for example, 0.34 means a 34% yield). (1) The reactants are [Cl:1][C:2]1[N:7]=[C:6](Cl)[C:5]([Cl:9])=[CH:4][N:3]=1.[NH2:10][C:11]1[C:12]([F:26])=[CH:13][C:14]([F:25])=[C:15]([NH:17][C:18](=[O:24])[O:19][C:20]([CH3:23])([CH3:22])[CH3:21])[CH:16]=1.CCN(C(C)C)C(C)C. The catalyst is C(O)CCC. The product is [Cl:1][C:2]1[N:7]=[C:6]([NH:10][C:11]2[C:12]([F:26])=[CH:13][C:14]([F:25])=[C:15]([NH:17][C:18](=[O:24])[O:19][C:20]([CH3:23])([CH3:21])[CH3:22])[CH:16]=2)[C:5]([Cl:9])=[CH:4][N:3]=1. The yield is 0.660. (2) The reactants are [CH2:1]([O:3][C:4]([N:6]1[CH2:11][CH2:10][CH:9]([NH2:12])[CH2:8][CH2:7]1)=[O:5])[CH3:2].Cl[C:14]1[CH:15]=[C:16]([C:23]([F:26])([F:25])[F:24])[CH:17]=[CH:18][C:19]=1[N+:20]([O-:22])=[O:21].C(=O)([O-])[O-].[Na+].[Na+]. The catalyst is CN(C)C=O.O.C(OCC)(=O)C.[I-].[K+]. The product is [N+:20]([C:19]1[CH:14]=[CH:15][C:16]([C:23]([F:24])([F:25])[F:26])=[CH:17][C:18]=1[NH:12][CH:9]1[CH2:8][CH2:7][N:6]([C:4]([O:3][CH2:1][CH3:2])=[O:5])[CH2:11][CH2:10]1)([O-:22])=[O:21]. The yield is 0.400. (3) The reactants are [Li+].[Br-].[CH3:3][O:4][C:5]1[CH:10]=[CH:9][CH:8]=[C:7]([NH2:11])[CH:6]=1.[CH3:12][C:13]1[CH:21]=[CH:20][C:19]2[N:18]([CH2:22][CH:23]3[CH2:25][O:24]3)[C:17]3[CH2:26][CH2:27][N:28]([C:30]([O:32][CH2:33][CH3:34])=[O:31])[CH2:29][C:16]=3[C:15]=2[CH:14]=1. No catalyst specified. The product is [OH:24][CH:23]([CH2:25][NH:11][C:7]1[CH:8]=[CH:9][CH:10]=[C:5]([O:4][CH3:3])[CH:6]=1)[CH2:22][N:18]1[C:19]2[CH:20]=[CH:21][C:13]([CH3:12])=[CH:14][C:15]=2[C:16]2[CH2:29][N:28]([C:30]([O:32][CH2:33][CH3:34])=[O:31])[CH2:27][CH2:26][C:17]1=2. The yield is 0.670. (4) The reactants are [BH4-].[Na+].[O:3]=[C:4]1[C:13]([CH2:14][C:15]([NH:17][C:18]2[CH:23]=[CH:22][C:21]([F:24])=[CH:20][C:19]=2[C:25]([F:28])([F:27])[F:26])=[O:16])=[C:12]([C:29]2[CH:34]=[CH:33][CH:32]=[CH:31][CH:30]=2)[C:11]2[C:6](=[CH:7][C:8]3[C:37](=[O:38])[CH2:36][CH2:35][C:9]=3[CH:10]=2)[O:5]1.CO.Cl. The catalyst is COCCOC. The product is [F:24][C:21]1[CH:22]=[CH:23][C:18]([NH:17][C:15](=[O:16])[CH2:14][C:13]2[C:4](=[O:3])[O:5][C:6]3[C:11]([C:12]=2[C:29]2[CH:34]=[CH:33][CH:32]=[CH:31][CH:30]=2)=[CH:10][C:9]2[CH2:35][CH2:36][CH:37]([OH:38])[C:8]=2[CH:7]=3)=[C:19]([C:25]([F:28])([F:26])[F:27])[CH:20]=1. The yield is 0.650. (5) The reactants are C1(C[O:8][C:9]2[CH:10]=[C:11]([CH:16]=[C:17]([O:19][C:20]3[CH:25]=[CH:24][C:23]([S:26]([CH3:29])(=[O:28])=[O:27])=[CH:22][CH:21]=3)[CH:18]=2)[C:12]([O:14][CH3:15])=[O:13])C=CC=CC=1. The catalyst is C1COCC1.[Pd]. The product is [OH:8][C:9]1[CH:10]=[C:11]([CH:16]=[C:17]([O:19][C:20]2[CH:25]=[CH:24][C:23]([S:26]([CH3:29])(=[O:28])=[O:27])=[CH:22][CH:21]=2)[CH:18]=1)[C:12]([O:14][CH3:15])=[O:13]. The yield is 1.00. (6) The reactants are Br[C:2]1[CH:3]=[C:4]([N:8]([CH2:23][CH:24]([O:29][Si](C(C)(C)C)(C)C)[C:25]([F:28])([F:27])[F:26])[CH2:9][C:10]2[CH:15]=[CH:14][CH:13]=[C:12]([O:16][C:17]([F:22])([F:21])[CH:18]([F:20])[F:19])[CH:11]=2)[CH:5]=[CH:6][CH:7]=1.C(=O)([O-])[O-].[Cs+].[Cs+].[CH3:43][O:44][C:45]1[CH:51]=[CH:50][C:48]([NH2:49])=[CH:47][CH:46]=1.[F-].C([N+](CCCC)(CCCC)CCCC)CCC. The catalyst is C1(C)C=CC=CC=1. The product is [CH3:43][O:44][C:45]1[CH:51]=[CH:50][C:48]([NH:49][C:2]2[CH:3]=[C:4]([N:8]([CH2:9][C:10]3[CH:15]=[CH:14][CH:13]=[C:12]([O:16][C:17]([F:21])([F:22])[CH:18]([F:20])[F:19])[CH:11]=3)[CH2:23][CH:24]([OH:29])[C:25]([F:26])([F:28])[F:27])[CH:5]=[CH:6][CH:7]=2)=[CH:47][CH:46]=1. The yield is 0.730.